Dataset: Peptide-MHC class I binding affinity with 185,985 pairs from IEDB/IMGT. Task: Regression. Given a peptide amino acid sequence and an MHC pseudo amino acid sequence, predict their binding affinity value. This is MHC class I binding data. (1) The peptide sequence is EEMFKKRNLT. The MHC is HLA-B44:03 with pseudo-sequence HLA-B44:03. The binding affinity (normalized) is 0.222. (2) The peptide sequence is FIYGYLEPV. The MHC is HLA-A02:01 with pseudo-sequence HLA-A02:01. The binding affinity (normalized) is 1.00. (3) The peptide sequence is KFYGPFVDR. The MHC is Mamu-B01 with pseudo-sequence Mamu-B01. The binding affinity (normalized) is 0.410.